From a dataset of Full USPTO retrosynthesis dataset with 1.9M reactions from patents (1976-2016). Predict the reactants needed to synthesize the given product. (1) Given the product [CH2:1]([C:5]1[N:10]=[C:9]([CH3:11])[N:8]([C:12]2[CH:17]=[CH:16][C:15]([O:18][CH:19]3[CH2:24][CH2:23][C:22](=[O:25])[CH2:21][CH2:20]3)=[CH:14][CH:13]=2)[C:7](=[O:26])[C:6]=1[CH2:27][C:28]1[CH:33]=[CH:32][C:31]([C:34]2[CH:39]=[CH:38][CH:37]=[CH:36][C:35]=2[C:40]2[NH:44][C:43](=[O:45])[O:42][N:41]=2)=[CH:30][CH:29]=1)[CH2:2][CH2:3][CH3:4], predict the reactants needed to synthesize it. The reactants are: [CH2:1]([C:5]1[N:10]=[C:9]([CH3:11])[N:8]([C:12]2[CH:17]=[CH:16][C:15]([O:18][CH:19]3[CH2:24][CH2:23][CH:22]([OH:25])[CH2:21][CH2:20]3)=[CH:14][CH:13]=2)[C:7](=[O:26])[C:6]=1[CH2:27][C:28]1[CH:33]=[CH:32][C:31]([C:34]2[CH:39]=[CH:38][CH:37]=[CH:36][C:35]=2[C:40]2[NH:44][C:43](=[O:45])[O:42][N:41]=2)=[CH:30][CH:29]=1)[CH2:2][CH2:3][CH3:4].CC(OI1(OC(C)=O)(OC(C)=O)OC(=O)C2C1=CC=CC=2)=O. (2) The reactants are: [Si:1]([O:8][CH2:9][C:10]([C:12]1[CH:17]=[CH:16][CH:15]=[CH:14][CH:13]=1)=[O:11])([C:4]([CH3:7])([CH3:6])[CH3:5])([CH3:3])[CH3:2].[BH4-].[Na+]. Given the product [Si:1]([O:8][CH2:9][CH:10]([C:12]1[CH:13]=[CH:14][CH:15]=[CH:16][CH:17]=1)[OH:11])([C:4]([CH3:7])([CH3:6])[CH3:5])([CH3:3])[CH3:2], predict the reactants needed to synthesize it. (3) Given the product [CH3:18][O:19][C:20]1[CH:21]=[C:22]([CH:39]=[CH:40][C:41]=1[O:42][CH3:43])[CH2:23][CH:24]1[C:30]2[CH:31]=[C:32]([O:37][CH3:38])[C:33]([O:35][CH3:36])=[CH:34][C:29]=2[CH2:28][CH2:27][CH2:26][N:25]1[CH2:2][C:3]([NH:17][CH2:16][C:6]1[C:15]2[C:10](=[CH:11][CH:12]=[CH:13][CH:14]=2)[CH:9]=[CH:8][CH:7]=1)=[O:4], predict the reactants needed to synthesize it. The reactants are: Br[CH2:2][C:3](Br)=[O:4].[C:6]1([CH2:16][NH2:17])[C:15]2[C:10](=[CH:11][CH:12]=[CH:13][CH:14]=2)[CH:9]=[CH:8][CH:7]=1.[CH3:18][O:19][C:20]1[CH:21]=[C:22]([CH:39]=[CH:40][C:41]=1[O:42][CH3:43])[CH2:23][CH:24]1[C:30]2[CH:31]=[C:32]([O:37][CH3:38])[C:33]([O:35][CH3:36])=[CH:34][C:29]=2[CH2:28][CH2:27][CH2:26][NH:25]1.